Dataset: hERG potassium channel inhibition data for cardiac toxicity prediction from Karim et al.. Task: Regression/Classification. Given a drug SMILES string, predict its toxicity properties. Task type varies by dataset: regression for continuous values (e.g., LD50, hERG inhibition percentage) or binary classification for toxic/non-toxic outcomes (e.g., AMES mutagenicity, cardiotoxicity, hepatotoxicity). Dataset: herg_karim. (1) The drug is O=C(CNC(=O)c1cccc(C(F)(F)F)c1)N[C@@H]1CCN([C@H]2CC[C@@](O)(c3ccncc3)CC2)C1. The result is 1 (blocker). (2) The drug is O=C(Nc1ccc(-c2nnc(NCCCCN3CCOCC3)o2)c(F)c1)c1ccccc1F. The result is 0 (non-blocker). (3) The molecule is CS(=O)(=O)c1ccc(-c2cnc(N)c(-c3ccc(C(F)(F)F)cc3)n2)cc1. The result is 1 (blocker).